This data is from Forward reaction prediction with 1.9M reactions from USPTO patents (1976-2016). The task is: Predict the product of the given reaction. (1) Given the reactants [Cl:1][C:2]1[CH:30]=[CH:29][C:5]([C:6]([NH:8][CH2:9][CH2:10][NH:11][C:12](=[O:28])[C:13]2[CH:18]=[CH:17][C:16]([O:19][C@H:20]3[CH2:25][CH2:24][C@@H:23]([C:26]#[N:27])[CH2:22][CH2:21]3)=[CH:15][CH:14]=2)=[O:7])=[CH:4][CH:3]=1.[N-:31]=[N+:32]=[N-:33].[Na+].Cl.C(N(CC)CC)C.CN1CCCC1=O, predict the reaction product. The product is: [Cl:1][C:2]1[CH:3]=[CH:4][C:5]([C:6]([NH:8][CH2:9][CH2:10][NH:11][C:12](=[O:28])[C:13]2[CH:18]=[CH:17][C:16]([O:19][C@H:20]3[CH2:25][CH2:24][C@@H:23]([C:26]4[NH:33][N:32]=[N:31][N:27]=4)[CH2:22][CH2:21]3)=[CH:15][CH:14]=2)=[O:7])=[CH:29][CH:30]=1. (2) The product is: [CH3:54][S:43]([C:3]1[CH:8]=[CH:7][CH:6]=[CH:5][C:4]=1[NH:9][C:10]1[N:15]2[N:16]=[CH:17][C:18]([C:19]([NH:21][S:22]([CH2:25][CH3:26])(=[O:23])=[O:24])=[O:20])=[C:14]2[N:13]=[CH:12][C:11]=1[C:27]([N:29]1[CH2:34][CH2:33][CH:32]([C:35]2[CH:40]=[CH:39][CH:38]=[CH:37][CH:36]=2)[CH2:31][CH2:30]1)=[O:28])(=[O:45])=[O:44]. Given the reactants CS[C:3]1[CH:8]=[CH:7][CH:6]=[CH:5][C:4]=1[NH:9][C:10]1[N:15]2[N:16]=[CH:17][C:18]([C:19]([NH:21][S:22]([CH2:25][CH3:26])(=[O:24])=[O:23])=[O:20])=[C:14]2[N:13]=[CH:12][C:11]=1[C:27]([N:29]1[CH2:34][CH2:33][CH:32]([C:35]2[CH:40]=[CH:39][CH:38]=[CH:37][CH:36]=2)[CH2:31][CH2:30]1)=[O:28].OO[S:43]([O-:45])=[O:44].[K+].S([O-])([O-])(=O)=S.[Na+].[Na+].[C:54](#N)C, predict the reaction product. (3) The product is: [C:1]([N:4]1[C:13]2[C:8](=[CH:9][C:10]([NH:15][C:31](=[O:32])[C:28]3[CH:29]=[CH:30][C:25]([C:34]4[CH:39]=[CH:38][CH:37]=[CH:36][CH:35]=4)=[CH:26][CH:27]=3)=[C:11]([CH3:14])[CH:12]=2)[C:7]([C:17]2[CH:22]=[CH:21][CH:20]=[CH:19][CH:18]=2)([CH3:16])[CH2:6][C:5]1([CH3:24])[CH3:23])(=[O:3])[CH3:2]. Given the reactants [C:1]([N:4]1[C:13]2[C:8](=[CH:9][C:10]([NH2:15])=[C:11]([CH3:14])[CH:12]=2)[C:7]([C:17]2[CH:22]=[CH:21][CH:20]=[CH:19][CH:18]=2)([CH3:16])[CH2:6][C:5]1([CH3:24])[CH3:23])(=[O:3])[CH3:2].[C:25]1([C:34]2[CH:39]=[CH:38][CH:37]=[CH:36][CH:35]=2)[CH:30]=[CH:29][C:28]([C:31](Cl)=[O:32])=[CH:27][CH:26]=1.N1C=CC=CC=1, predict the reaction product.